From a dataset of Catalyst prediction with 721,799 reactions and 888 catalyst types from USPTO. Predict which catalyst facilitates the given reaction. (1) Reactant: [Cl:1][C:2]1[CH:7]=[CH:6][CH:5]=[CH:4][C:3]=1[N:8]1[C:12](=[O:13])[C:11]([C:14]2[CH:19]=[CH:18][CH:17]=[CH:16][CH:15]=2)=[C:10](O)[C:9]1=[O:21].C(Cl)(=O)C([Cl:25])=O. Product: [Cl:25][C:10]1[C:9](=[O:21])[N:8]([C:3]2[CH:4]=[CH:5][CH:6]=[CH:7][C:2]=2[Cl:1])[C:12](=[O:13])[C:11]=1[C:14]1[CH:19]=[CH:18][CH:17]=[CH:16][CH:15]=1. The catalyst class is: 3. (2) Reactant: O[CH2:2][C:3]1[C:8](=[O:9])[CH:7]=[CH:6][N:5]([C:10]2[CH:11]=[C:12]([C:16]#[N:17])[CH:13]=[N:14][CH:15]=2)[N:4]=1.S(Cl)([Cl:20])=O. Product: [Cl:20][CH2:2][C:3]1[C:8](=[O:9])[CH:7]=[CH:6][N:5]([C:10]2[CH:11]=[C:12]([C:16]#[N:17])[CH:13]=[N:14][CH:15]=2)[N:4]=1. The catalyst class is: 10. (3) Reactant: [Br:1][C:2]1[CH:7]=[CH:6][C:5]([C:8]2[N:12]([CH2:13][C@@H:14]3[CH2:18][CH2:17][N:16]([C:19]([O:21]C(C)(C)C)=O)[CH2:15]3)[CH:11]=[N:10][N:9]=2)=[C:4]([F:26])[CH:3]=1.C(O)(C(F)(F)F)=O.CCN([CH:40]([CH3:42])[CH3:41])C(C)C.C1(C(Cl)=O)CC1. Product: [Br:1][C:2]1[CH:7]=[CH:6][C:5]([C:8]2[N:12]([CH2:13][C@@H:14]3[CH2:18][CH2:17][N:16]([C:19]([CH:40]4[CH2:42][CH2:41]4)=[O:21])[CH2:15]3)[CH:11]=[N:10][N:9]=2)=[C:4]([F:26])[CH:3]=1. The catalyst class is: 2. (4) Reactant: [Cl:1][C:2]1[CH:7]=[CH:6][C:5]([S:8]([N:11]([CH2:21][C:22]2[CH:30]=[CH:29][C:25]([C:26](O)=[O:27])=[CH:24][CH:23]=2)[C@H:12]([C:15]2[CH:20]=[CH:19][CH:18]=[CH:17][CH:16]=2)[CH2:13][CH3:14])(=[O:10])=[O:9])=[CH:4][CH:3]=1.C(N(CC)CC)C.CS(Cl)(=O)=O.[NH:43]1[CH2:47][CH2:46][CH2:45][C@H:44]1[CH2:48][OH:49]. Product: [Cl:1][C:2]1[CH:7]=[CH:6][C:5]([S:8]([N:11]([CH2:21][C:22]2[CH:23]=[CH:24][C:25]([C:26]([N:43]3[CH2:47][CH2:46][CH2:45][C@@H:44]3[CH2:48][OH:49])=[O:27])=[CH:29][CH:30]=2)[C@H:12]([C:15]2[CH:16]=[CH:17][CH:18]=[CH:19][CH:20]=2)[CH2:13][CH3:14])(=[O:9])=[O:10])=[CH:4][CH:3]=1. The catalyst class is: 2. (5) Reactant: [F:1][C:2]1[CH:3]=[C:4]([N:8]2[Si](C)(C)CC[Si]2(C)C)[CH:5]=[CH:6][CH:7]=1.C([Li])(CC)C.[S:22]1[CH2:26][CH2:25][C:24](=[O:27])[CH2:23]1. Product: [F:1][C:2]1[CH:3]=[C:4]([NH2:8])[CH:5]=[CH:6][C:7]=1[C:24]1([OH:27])[CH2:25][CH2:26][S:22][CH2:23]1. The catalyst class is: 7. (6) Reactant: [Br:1][C:2]1[CH:10]=[CH:9][CH:8]=[C:7]([F:11])[C:3]=1[C:4]([OH:6])=O.CN(C(ON1N=NC2C=CC=CC1=2)=[N+](C)C)C.F[P-](F)(F)(F)(F)F.CCN(C(C)C)C(C)C.[CH3:45][O:46][CH:47]([O:50][CH3:51])[CH2:48][NH2:49]. Product: [Br:1][C:2]1[CH:10]=[CH:9][CH:8]=[C:7]([F:11])[C:3]=1[C:4]([NH:49][CH2:48][CH:47]([O:50][CH3:51])[O:46][CH3:45])=[O:6]. The catalyst class is: 31. (7) Reactant: [NH:1]1[CH2:6][CH2:5][O:4][CH2:3][CH2:2]1.CN(C=O)C.Br[CH2:13][C:14]1[CH:21]=[CH:20][C:17]([C:18]#[N:19])=[CH:16][CH:15]=1.C(=O)([O-])[O-].[Na+].[Na+]. Product: [O:4]1[CH2:5][CH2:6][N:1]([CH2:13][C:14]2[CH:21]=[CH:20][C:17]([C:18]#[N:19])=[CH:16][CH:15]=2)[CH2:2][CH2:3]1. The catalyst class is: 6. (8) Reactant: [Cl:1][C:2]1[N:7]=[C:6]([CH3:8])[C:5]2[C:9]([O:31][CH3:32])=[N:10][N:11]([C:12]([C:25]3[CH:30]=[CH:29][CH:28]=[CH:27][CH:26]=3)([C:19]3[CH:24]=[CH:23][CH:22]=[CH:21][CH:20]=3)[C:13]3[CH:18]=[CH:17][CH:16]=[CH:15][CH:14]=3)[C:4]=2[CH:3]=1.[Se](=O)=[O:34]. Product: [Cl:1][C:2]1[N:7]=[C:6]([CH:8]=[O:34])[C:5]2[C:9]([O:31][CH3:32])=[N:10][N:11]([C:12]([C:13]3[CH:18]=[CH:17][CH:16]=[CH:15][CH:14]=3)([C:19]3[CH:20]=[CH:21][CH:22]=[CH:23][CH:24]=3)[C:25]3[CH:26]=[CH:27][CH:28]=[CH:29][CH:30]=3)[C:4]=2[CH:3]=1. The catalyst class is: 12.